Task: Regression. Given a peptide amino acid sequence and an MHC pseudo amino acid sequence, predict their binding affinity value. This is MHC class I binding data.. Dataset: Peptide-MHC class I binding affinity with 185,985 pairs from IEDB/IMGT The peptide sequence is AVDADDSHF. The MHC is HLA-A01:01 with pseudo-sequence HLA-A01:01. The binding affinity (normalized) is 0.0847.